This data is from Reaction yield outcomes from USPTO patents with 853,638 reactions. The task is: Predict the reaction yield, written as a fraction of the theoretical maximum amount of product (1.0 means a 100% yield; for example, 0.34 means a 34% yield). (1) The catalyst is CN(C)C(=O)C.C(OCC)(=O)C. The yield is 0.630. The product is [C:1]([C:3]1([C:6]2[CH:7]=[C:8]([CH:12]=[CH:13][CH:14]=2)[C:9]([NH:15][C:16]2[CH:37]=[CH:36][CH:35]=[C:18]([O:19][C:20]3[CH:21]=[CH:22][C:23]4[N:24]([N:26]=[C:27]([NH:29][C:30]([CH:32]5[CH2:33][CH2:34]5)=[O:31])[N:28]=4)[CH:25]=3)[CH:17]=2)=[O:10])[CH2:5][CH2:4]1)#[N:2]. The reactants are [C:1]([C:3]1([C:6]2[CH:7]=[C:8]([CH:12]=[CH:13][CH:14]=2)[C:9](Cl)=[O:10])[CH2:5][CH2:4]1)#[N:2].[NH2:15][C:16]1[CH:17]=[C:18]([CH:35]=[CH:36][CH:37]=1)[O:19][C:20]1[CH:21]=[CH:22][C:23]2[N:24]([N:26]=[C:27]([NH:29][C:30]([CH:32]3[CH2:34][CH2:33]3)=[O:31])[N:28]=2)[CH:25]=1. (2) The reactants are C(OC(=O)[N:7]([CH2:24][C:25]1[CH:30]=[CH:29][C:28]([F:31])=[CH:27][CH:26]=1)[C:8]1[S:9][C:10]([C:13]([C:15]2[C:23]3[C:18](=[N:19][CH:20]=[CH:21][CH:22]=3)[NH:17][CH:16]=2)=[O:14])=[CH:11][N:12]=1)(C)(C)C.Cl.C(=O)(O)[O-].[Na+]. The catalyst is ClCCl. The product is [F:31][C:28]1[CH:29]=[CH:30][C:25]([CH2:24][NH:7][C:8]2[S:9][C:10]([C:13]([C:15]3[C:23]4[C:18](=[N:19][CH:20]=[CH:21][CH:22]=4)[NH:17][CH:16]=3)=[O:14])=[CH:11][N:12]=2)=[CH:26][CH:27]=1. The yield is 0.100. (3) The reactants are [OH-].[Na+].[CH3:3][O:4][C:5]1[CH:14]=[C:13]([C:15]2[CH:20]=[CH:19][CH:18]=[CH:17][CH:16]=2)[CH:12]=[CH:11][C:6]=1[C:7]([O:9]C)=[O:8]. The catalyst is CO. The product is [CH3:3][O:4][C:5]1[CH:14]=[C:13]([C:15]2[CH:20]=[CH:19][CH:18]=[CH:17][CH:16]=2)[CH:12]=[CH:11][C:6]=1[C:7]([OH:9])=[O:8]. The yield is 0.960. (4) The reactants are [NH:1]1[C:5]2[CH:6]=[CH:7][C:8]([C:10]([OH:12])=O)=[CH:9][C:4]=2[N:3]=[CH:2]1.[N+:13]([C:16]1[C:28]([OH:29])=[CH:27][C:26]2[C@@H:25]3[C@@H:20]([NH:21][CH2:22][CH2:23][CH2:24]3)[CH2:19][C:18]=2[CH:17]=1)([O-:15])=[O:14]. No catalyst specified. The product is [NH:1]1[C:5]2[CH:6]=[CH:7][C:8]([C:10]([N:21]3[CH2:22][CH2:23][CH2:24][C@@H:25]4[C:26]5[CH:27]=[C:28]([OH:29])[C:16]([N+:13]([O-:15])=[O:14])=[CH:17][C:18]=5[CH2:19][C@H:20]34)=[O:12])=[CH:9][C:4]=2[N:3]=[CH:2]1. The yield is 0.320.